This data is from TCR-epitope binding with 47,182 pairs between 192 epitopes and 23,139 TCRs. The task is: Binary Classification. Given a T-cell receptor sequence (or CDR3 region) and an epitope sequence, predict whether binding occurs between them. (1) The epitope is YLQPRTFLL. The TCR CDR3 sequence is CAEGELNTGELFF. Result: 1 (the TCR binds to the epitope). (2) The epitope is HTDFSSEIIGY. The TCR CDR3 sequence is CASSLGSWGAVPYNEQFF. Result: 1 (the TCR binds to the epitope). (3) The epitope is QIKVRVKMV. The TCR CDR3 sequence is CASSSREVTGELFF. Result: 1 (the TCR binds to the epitope).